This data is from Reaction yield outcomes from USPTO patents with 853,638 reactions. The task is: Predict the reaction yield, written as a fraction of the theoretical maximum amount of product (1.0 means a 100% yield; for example, 0.34 means a 34% yield). (1) The reactants are [Br:1][C:2]1[CH:7]=[CH:6][C:5]([C:8]([C:10]2[CH:15]=[CH:14][C:13]([O:16][CH3:17])=[CH:12][CH:11]=2)=O)=[CH:4][CH:3]=1.C([SiH](CC)CC)C.[OH-].[Na+]. The catalyst is C(O)(C(F)(F)F)=O. The product is [CH3:17][O:16][C:13]1[CH:12]=[CH:11][C:10]([CH2:8][C:5]2[CH:6]=[CH:7][C:2]([Br:1])=[CH:3][CH:4]=2)=[CH:15][CH:14]=1. The yield is 0.850. (2) The reactants are [C:1]1([C:7]([C:9]2[CH:14]=[CH:13][C:12]([C:15]([F:18])([F:17])[F:16])=[CH:11][CH:10]=2)=O)[CH:6]=[CH:5][CH:4]=[CH:3][CH:2]=1.[CH3:19][O:20][NH2:21].CCOC(C)=O. The catalyst is N1C=CC=CC=1. The product is [CH3:19][O:20][N:21]=[C:7]([C:1]1[CH:6]=[CH:5][CH:4]=[CH:3][CH:2]=1)[C:9]1[CH:14]=[CH:13][C:12]([C:15]([F:18])([F:17])[F:16])=[CH:11][CH:10]=1. The yield is 0.994. (3) The product is [Cl:1][C:2]1[C:3]([O:12][C:13]2[CH:18]=[C:17]([O:19][CH2:20][CH2:21][O:22][CH3:23])[CH:16]=[CH:15][C:14]=2[CH:24]([CH3:31])[CH2:25][CH2:26][OH:27])=[N:4][CH:5]=[C:6]([C:8]([F:10])([F:9])[F:11])[CH:7]=1. The yield is 1.00. The catalyst is O1CCCC1.CCCCCC. The reactants are [Cl:1][C:2]1[C:3]([O:12][C:13]2[CH:18]=[C:17]([O:19][CH2:20][CH2:21][O:22][CH3:23])[CH:16]=[CH:15][C:14]=2[CH:24]([CH3:31])[CH2:25][C:26](OCC)=[O:27])=[N:4][CH:5]=[C:6]([C:8]([F:11])([F:10])[F:9])[CH:7]=1.[H-].C([Al+]CC(C)C)C(C)C.[Cl-].[NH4+]. (4) The reactants are [CH:1]1([C:7]2([CH3:15])[N:11]([CH3:12])[C:10](=[O:13])[NH:9][C:8]2=[O:14])[CH2:6][CH2:5][CH2:4][CH2:3][CH2:2]1.[H-].[Na+].Br[CH2:19][C:20]([C:22]1[CH:27]=[CH:26][CH:25]=[C:24]([Cl:28])[CH:23]=1)=[O:21]. The catalyst is CN(C=O)C. The product is [Cl:28][C:24]1[CH:23]=[C:22]([C:20](=[O:21])[CH2:19][N:9]2[C:8](=[O:14])[C:7]([CH:1]3[CH2:2][CH2:3][CH2:4][CH2:5][CH2:6]3)([CH3:15])[N:11]([CH3:12])[C:10]2=[O:13])[CH:27]=[CH:26][CH:25]=1. The yield is 0.280. (5) The reactants are Br[C:2]1[C:3]2[N:4]([C:8]([CH2:11][C:12]([CH3:17])([N+:14]([O-:16])=[O:15])[CH3:13])=[CH:9][N:10]=2)[CH:5]=[CH:6][CH:7]=1.[S:18]1[CH:22]=[CH:21][C:20](B(O)O)=[CH:19]1. No catalyst specified. The product is [CH3:13][C:12]([N+:14]([O-:16])=[O:15])([CH3:17])[CH2:11][C:8]1[N:4]2[CH:5]=[CH:6][CH:7]=[C:2]([C:20]3[CH:21]=[CH:22][S:18][CH:19]=3)[C:3]2=[N:10][CH:9]=1. The yield is 0.750. (6) The reactants are CC1C=CC(S([O:11][CH2:12][CH:13]2[CH2:18][CH2:17][N:16]([C:19]([O:21][C:22]([CH3:25])([CH3:24])[CH3:23])=[O:20])[CH2:15][CH2:14]2)(=O)=O)=CC=1.[NH2:26][C:27]1[C:32](O)=[CH:31][N:30]=[CH:29][N:28]=1.C([O-])([O-])=O.[Cs+].[Cs+].C(Cl)Cl.CO. The catalyst is CN(C=O)C.C(Cl)Cl.O. The product is [NH2:26][C:27]1[C:32]([O:11][CH2:12][CH:13]2[CH2:14][CH2:15][N:16]([C:19]([O:21][C:22]([CH3:23])([CH3:24])[CH3:25])=[O:20])[CH2:17][CH2:18]2)=[CH:31][N:30]=[CH:29][N:28]=1. The yield is 0.650. (7) The reactants are [CH3:1][O:2][C:3]1[C:4]2[C:15]([C:16]3[CH:21]=[CH:20][CH:19]=[CH:18][CH:17]=3)=[C:14]([C:22]3[CH:27]=[CH:26][C:25]([C:28]4([NH:32][C:33](=[O:39])[O:34][C:35]([CH3:38])([CH3:37])[CH3:36])[CH2:31][CH2:30][CH2:29]4)=[CH:24][CH:23]=3)[O:13][C:5]=2[N:6]=[C:7](S(C)(=O)=O)[N:8]=1.[CH3:40][NH:41][CH3:42]. No catalyst specified. The product is [CH3:40][N:41]([CH3:42])[C:7]1[N:8]=[C:3]([O:2][CH3:1])[C:4]2[C:15]([C:16]3[CH:21]=[CH:20][CH:19]=[CH:18][CH:17]=3)=[C:14]([C:22]3[CH:27]=[CH:26][C:25]([C:28]4([NH:32][C:33](=[O:39])[O:34][C:35]([CH3:38])([CH3:37])[CH3:36])[CH2:31][CH2:30][CH2:29]4)=[CH:24][CH:23]=3)[O:13][C:5]=2[N:6]=1. The yield is 0.880.